Dataset: Forward reaction prediction with 1.9M reactions from USPTO patents (1976-2016). Task: Predict the product of the given reaction. (1) The product is: [CH3:23][C:14]1([CH3:24])[O:13]/[C:12](=[C:6]2/[C:7](=[O:11])[NH:8][C:9]3[C:5]/2=[CH:4][CH:3]=[C:2]([NH:61][C:27]2[CH:28]=[C:29]([NH:32][C:33](=[O:35])[CH3:34])[CH:30]=[CH:31][CH:26]=2)[CH:10]=3)/[CH:16]=[C:15]1[N:17]1[CH2:22][CH2:21][O:20][CH2:19][CH2:18]1. Given the reactants Br[C:2]1[CH:10]=[C:9]2[C:5](/[C:6](=[C:12]3\[O:13][C:14]([CH3:24])([CH3:23])[C:15]([N:17]4[CH2:22][CH2:21][O:20][CH2:19][CH2:18]4)=[CH:16]\3)/[C:7](=[O:11])[NH:8]2)=[CH:4][CH:3]=1.N[C:26]1[CH:31]=[CH:30][C:29]([NH:32][C:33](=[O:35])[CH3:34])=[CH:28][CH:27]=1.C1(P(C2C=CC=CC=2C2C=CC=CC=2[N:61](C)C)C2CCCCC2)CCCCC1.[Li+].C[Si]([N-][Si](C)(C)C)(C)C, predict the reaction product. (2) Given the reactants Cl[C:2]1[CH:9]=[CH:8][C:5]([C:6]#[N:7])=[C:4]([O:10][CH:11]([CH3:13])[CH3:12])[N:3]=1.[B:14]1([OH:24])[C:18]2[CH:19]=[CH:20][C:21]([OH:23])=[CH:22][C:17]=2[CH2:16][O:15]1.C(=O)([O-])[O-].[K+].[K+], predict the reaction product. The product is: [OH:24][B:14]1[C:18]2[CH:19]=[CH:20][C:21]([O:23][C:2]3[CH:9]=[CH:8][C:5]([C:6]#[N:7])=[C:4]([O:10][CH:11]([CH3:13])[CH3:12])[N:3]=3)=[CH:22][C:17]=2[CH2:16][O:15]1. (3) Given the reactants Cl.[Br:2][C:3]1[CH:15]=[CH:14][C:13]([O:16][CH3:17])=[CH:12][C:4]=1[CH2:5][CH:6]1[CH2:11][CH2:10][NH:9][CH2:8][CH2:7]1.[OH-].[Na+].[CH2:20](Br)[CH2:21][C:22]1[CH:27]=[CH:26][CH:25]=[CH:24][CH:23]=1.C(=O)([O-])[O-].[K+].[K+].[I-].[K+], predict the reaction product. The product is: [CH2:20]([N:9]1[CH2:8][CH2:7][CH:6]([CH2:5][C:4]2[CH:12]=[C:13]([O:16][CH3:17])[CH:14]=[CH:15][C:3]=2[Br:2])[CH2:11][CH2:10]1)[CH2:21][C:22]1[CH:27]=[CH:26][CH:25]=[CH:24][CH:23]=1. (4) Given the reactants [F:1][C:2]1[CH:11]=[C:10]2[C:5]([C:6](=O)[NH:7][C:8]([N:12]3[CH:16]=[C:15]([C:17]([O:19]CC)=[O:18])[CH:14]=[N:13]3)=[N:9]2)=[CH:4][C:3]=1[N:23]1[CH2:28][CH2:27][CH2:26][CH2:25][CH2:24]1.[CH2:29]([NH:31][CH2:32][CH3:33])[CH3:30], predict the reaction product. The product is: [CH2:29]([N:31]([CH2:32][CH3:33])[C:6]1[C:5]2[C:10](=[CH:11][C:2]([F:1])=[C:3]([N:23]3[CH2:28][CH2:27][CH2:26][CH2:25][CH2:24]3)[CH:4]=2)[N:9]=[C:8]([N:12]2[CH:16]=[C:15]([C:17]([OH:19])=[O:18])[CH:14]=[N:13]2)[N:7]=1)[CH3:30]. (5) Given the reactants [Cl:1][C:2]1[C:11]([CH:12]([OH:14])[CH3:13])=[CH:10][C:9]2[C:4](=[C:5]([Cl:15])[CH:6]=[CH:7][CH:8]=2)[N:3]=1, predict the reaction product. The product is: [Cl:1][C:2]1[C:11]([C:12](=[O:14])[CH3:13])=[CH:10][C:9]2[C:4](=[C:5]([Cl:15])[CH:6]=[CH:7][CH:8]=2)[N:3]=1. (6) Given the reactants [F:1][C:2]1[CH:3]=[C:4]([NH:9][C:10](=[O:18])[CH:11]([CH3:17])[C:12]([O:14]CC)=[O:13])[CH:5]=[C:6]([F:8])[CH:7]=1.[OH-].[Na+], predict the reaction product. The product is: [F:1][C:2]1[CH:3]=[C:4]([NH:9][C:10](=[O:18])[CH:11]([CH3:17])[C:12]([OH:14])=[O:13])[CH:5]=[C:6]([F:8])[CH:7]=1. (7) Given the reactants [NH2:1][C@@H:2]([CH2:6][OH:7])[C@H:3]([CH3:5])[OH:4].N1C=CN=C1.[Si:13](Cl)([C:26]([CH3:29])([CH3:28])[CH3:27])([C:20]1[CH:25]=[CH:24][CH:23]=[CH:22][CH:21]=1)[C:14]1[CH:19]=[CH:18][CH:17]=[CH:16][CH:15]=1, predict the reaction product. The product is: [NH2:1][C@@H:2]([CH2:6][O:7][Si:13]([C:26]([CH3:29])([CH3:28])[CH3:27])([C:20]1[CH:21]=[CH:22][CH:23]=[CH:24][CH:25]=1)[C:14]1[CH:19]=[CH:18][CH:17]=[CH:16][CH:15]=1)[C@@H:3]([OH:4])[CH3:5].